From a dataset of Full USPTO retrosynthesis dataset with 1.9M reactions from patents (1976-2016). Predict the reactants needed to synthesize the given product. (1) The reactants are: C(OC([N:8]1[CH2:13][CH2:12][C:11]2[N:14]([CH3:17])[CH:15]=[CH:16][C:10]=2[C:9]1=[O:18])=O)(C)(C)C.[Al+3].[Cl-].[Cl-].[Cl-].[C:23](Cl)(=[O:25])[CH3:24]. Given the product [C:23]([C:15]1[N:14]([CH3:17])[C:11]2[CH2:12][CH2:13][NH:8][C:9](=[O:18])[C:10]=2[CH:16]=1)(=[O:25])[CH3:24], predict the reactants needed to synthesize it. (2) Given the product [Cl:2][C:3]1[CH:4]=[CH:5][C:6]([NH:9][C:10]([C:12]2[CH:17]=[CH:16][CH:15]=[CH:14][C:13]=2[NH:18][C:19]([C:21]2[CH:26]=[CH:25][C:24]([C:27]3[CH:32]=[CH:31][CH:30]=[CH:29][C:28]=3[C:33]([NH2:37])=[NH:34])=[CH:23][CH:22]=2)=[O:20])=[O:11])=[N:7][CH:8]=1, predict the reactants needed to synthesize it. The reactants are: S.[Cl:2][C:3]1[CH:4]=[CH:5][C:6]([NH:9][C:10]([C:12]2[CH:17]=[CH:16][CH:15]=[CH:14][C:13]=2[NH:18][C:19]([C:21]2[CH:26]=[CH:25][C:24]([C:27]3[CH:32]=[CH:31][CH:30]=[CH:29][C:28]=3[C:33]#[N:34])=[CH:23][CH:22]=2)=[O:20])=[O:11])=[N:7][CH:8]=1.CI.[N:37]1C=CC=CC=1. (3) Given the product [C:8]([C:10]12[CH2:19][CH:14]3[CH2:15][CH:16]([CH2:18][CH:12]([CH:13]3[O:20][C:21]([N:23]3[CH2:28][CH2:27][C:26]4([C:36]5[C:31](=[CH:32][CH:33]=[CH:34][CH:35]=5)[CH:30]([CH2:37][C:38]([OH:40])=[O:39])[CH2:29]4)[CH2:25][CH2:24]3)=[O:22])[CH2:11]1)[CH2:17]2)(=[O:9])[NH2:7], predict the reactants needed to synthesize it. The reactants are: COC1C=C(C=C(OC)C=1)C[NH:7][C:8]([C:10]12[CH2:19][CH:14]3[CH2:15][CH:16]([CH2:18][CH:12]([CH:13]3[O:20][C:21]([N:23]3[CH2:28][CH2:27][C:26]4([C:36]5[C:31](=[CH:32][CH:33]=[CH:34][CH:35]=5)[CH:30]([CH2:37][C:38]([OH:40])=[O:39])[CH2:29]4)[CH2:25][CH2:24]3)=[O:22])[CH2:11]1)[CH2:17]2)=[O:9].C(O)(C(F)(F)F)=O. (4) Given the product [CH3:3][C:4]1[N:5]=[CH:6][N:7]([C:10]2[CH:11]=[C:12]([NH2:20])[CH:13]=[C:14]([C:16]([F:19])([F:17])[F:18])[CH:15]=2)[CH:8]=1, predict the reactants needed to synthesize it. The reactants are: [H-].[Na+].[CH3:3][C:4]1[N:5]=[CH:6][NH:7][CH:8]=1.F[C:10]1[CH:11]=[C:12]([NH2:20])[CH:13]=[C:14]([C:16]([F:19])([F:18])[F:17])[CH:15]=1. (5) The reactants are: Cl[C:2]1[C:11]2[C:6](=[C:7]([N+:12]([O-:14])=[O:13])[CH:8]=[CH:9][CH:10]=2)[CH:5]=[CH:4][N:3]=1.[F:15][C:16]([F:25])([F:24])[C:17]1[CH:23]=[CH:22][C:20]([NH2:21])=[CH:19][CH:18]=1. Given the product [N+:12]([C:7]1[CH:8]=[CH:9][CH:10]=[C:11]2[C:6]=1[CH:5]=[CH:4][N:3]=[C:2]2[NH:21][C:20]1[CH:22]=[CH:23][C:17]([C:16]([F:15])([F:24])[F:25])=[CH:18][CH:19]=1)([O-:14])=[O:13], predict the reactants needed to synthesize it. (6) Given the product [Br:14][CH2:15][CH2:16][N:10]1[C:11]2[C:12](=[O:13])[N:1]([CH3:2])[C:3](=[O:4])[N:5]([CH3:6])[C:7]=2[N:8]=[CH:9]1, predict the reactants needed to synthesize it. The reactants are: [N:1]1([C:12](=[O:13])[C:11]2[NH:10][CH:9]=[N:8][C:7]=2[N:5]([CH3:6])[C:3]1=[O:4])[CH3:2].[Br:14][CH:15](Br)[CH3:16].[OH-].[Na+]. (7) The reactants are: C(C1[CH:10]=[CH:9][C:6]([CH:7]=[O:8])=CC=1)=C.[CH2:11](O)[CH2:12]O.[OH2:15].[C:16]1([CH3:22])[CH:21]=[CH:20][CH:19]=[CH:18][CH:17]=1. Given the product [O:8]=[C:7]1[CH2:6][CH2:9][C:10](=[O:15])[CH:22]1[C:16]1[CH:21]=[CH:20][C:19]([CH:11]=[CH2:12])=[CH:18][CH:17]=1, predict the reactants needed to synthesize it.